From a dataset of Forward reaction prediction with 1.9M reactions from USPTO patents (1976-2016). Predict the product of the given reaction. (1) Given the reactants [Cl:1][C:2]1[CH:3]=[C:4]([CH2:12][CH2:13][NH:14]C(=O)C)[CH:5]=[CH:6][C:7]=1[S:8](=[O:11])(=[O:10])[NH2:9].[OH-].[K+].Cl, predict the reaction product. The product is: [NH2:14][CH2:13][CH2:12][C:4]1[CH:5]=[CH:6][C:7]([S:8]([NH2:9])(=[O:10])=[O:11])=[C:2]([Cl:1])[CH:3]=1. (2) Given the reactants Br[C:2]1[C:8]([C:9]([F:12])([F:11])[F:10])=[CH:7][C:5]([NH2:6])=[CH:4][C:3]=1[Cl:13].[CH3:14][S:15]([NH:18][C:19]1[CH:20]=[C:21](B(O)O)[CH:22]=[CH:23][CH:24]=1)(=[O:17])=[O:16].C(=O)([O-])[O-].[Na+].[Na+].O, predict the reaction product. The product is: [NH2:6][C:5]1[CH:7]=[C:8]([C:9]([F:12])([F:11])[F:10])[C:2]([C:23]2[CH:22]=[CH:21][CH:20]=[C:19]([NH:18][S:15]([CH3:14])(=[O:16])=[O:17])[CH:24]=2)=[C:3]([Cl:13])[CH:4]=1. (3) The product is: [CH2:15]([O:22][C:23]1[CH:24]=[C:25]([C:29]2[CH2:33][C:32]([CH2:37][C:38]([O:40][C:1]([CH3:4])([CH3:3])[CH3:2])=[O:39])([C:34]([O:36][C:1]([CH3:4])([CH3:3])[CH3:2])=[O:35])[O:31][N:30]=2)[CH:26]=[CH:27][CH:28]=1)[C:16]1[CH:17]=[CH:18][CH:19]=[CH:20][CH:21]=1. Given the reactants [C:1](OC(O[C:1]([CH3:4])([CH3:3])[CH3:2])N(C)C)([CH3:4])([CH3:3])[CH3:2].[CH2:15]([O:22][C:23]1[CH:24]=[C:25]([C:29]2[CH2:33][C:32]([CH2:37][C:38]([OH:40])=[O:39])([C:34]([OH:36])=[O:35])[O:31][N:30]=2)[CH:26]=[CH:27][CH:28]=1)[C:16]1[CH:21]=[CH:20][CH:19]=[CH:18][CH:17]=1, predict the reaction product. (4) Given the reactants [Cl:1][C:2]1[CH:3]=[N+:4]([O-:27])[CH:5]=[C:6]([Cl:26])[C:7]=1[CH2:8][C@@H:9]([C:11]1[CH:16]=[CH:15][C:14]([O:17][CH:18]([F:20])[F:19])=[C:13]([O:21][CH2:22][CH:23]2[CH2:25][CH2:24]2)[CH:12]=1)[OH:10].[N:28]1([CH2:37][C:38](O)=[O:39])[C:36]2[C:31](=[CH:32][CH:33]=[CH:34][CH:35]=2)[CH:30]=[CH:29]1.C(Cl)CCl, predict the reaction product. The product is: [N:28]1([CH2:37][C:38]([O:10][C@H:9]([C:11]2[CH:16]=[CH:15][C:14]([O:17][CH:18]([F:20])[F:19])=[C:13]([O:21][CH2:22][CH:23]3[CH2:25][CH2:24]3)[CH:12]=2)[CH2:8][C:7]2[C:6]([Cl:26])=[CH:5][N+:4]([O-:27])=[CH:3][C:2]=2[Cl:1])=[O:39])[C:36]2[C:31](=[CH:32][CH:33]=[CH:34][CH:35]=2)[CH:30]=[CH:29]1. (5) Given the reactants C([O:8][N:9]([CH2:12][C@@H:13]([CH2:17][CH2:18][CH2:19][CH2:20][CH3:21])[C:14](O)=[O:15])[CH:10]=[O:11])C1C=CC=CC=1.[NH:22]1[CH2:26][CH2:25][CH2:24][C@H:23]1[C:27]1[NH:31][C:30]2[CH:32]=[CH:33][CH:34]=[CH:35][C:29]=2[N:28]=1, predict the reaction product. The product is: [NH:31]1[C:30]2[CH:32]=[CH:33][CH:34]=[CH:35][C:29]=2[N:28]=[C:27]1[C@@H:23]1[CH2:24][CH2:25][CH2:26][N:22]1[C:14]([C@H:13]([CH2:17][CH2:18][CH2:19][CH2:20][CH3:21])[CH2:12][N:9]([OH:8])[CH:10]=[O:11])=[O:15].